From a dataset of Forward reaction prediction with 1.9M reactions from USPTO patents (1976-2016). Predict the product of the given reaction. (1) Given the reactants C(O)=O.[NH2:4][CH2:5][CH2:6][C:7]1[CH:30]=[CH:29][C:10]([NH:11][CH:12]2[CH2:17][CH2:16][N:15]([C:18]([NH:20][CH2:21][CH2:22][CH2:23][C:24]3[S:25][CH:26]=[CH:27][CH:28]=3)=[O:19])[CH2:14][CH2:13]2)=[CH:9][CH:8]=1.C([Si]([O:48][C:49]1[CH:54]=[CH:53][C:52]([O:55][CH2:56][CH:57]2[CH2:59][O:58]2)=[CH:51][CH:50]=1)(C1C=CC=CC=1)C1C=CC=CC=1)(C)(C)C, predict the reaction product. The product is: [S:25]1[CH:26]=[CH:27][CH:28]=[C:24]1[CH2:23][CH2:22][CH2:21][NH:20][C:18]([N:15]1[CH2:16][CH2:17][CH:12]([NH:11][C:10]2[CH:9]=[CH:8][C:7]([CH2:6][CH2:5][NH:4][CH2:59][C@H:57]([OH:58])[CH2:56][O:55][C:52]3[CH:53]=[CH:54][C:49]([OH:48])=[CH:50][CH:51]=3)=[CH:30][CH:29]=2)[CH2:13][CH2:14]1)=[O:19]. (2) Given the reactants [OH:1][C:2]1[CH:12]=[CH:11][C:5]([CH:6]=[CH:7][C:8]([OH:10])=O)=[CH:4][CH:3]=1.Cl.[OH:14][C:15]1[CH:26]=[C:25]2[C:18]([NH:19][CH:20]=[C:21]2[CH2:22][CH2:23][NH2:24])=[CH:17][CH:16]=1.C(Cl)CCl.C(OCC)(=O)C, predict the reaction product. The product is: [OH:14][C:15]1[CH:26]=[C:25]2[C:18](=[CH:17][CH:16]=1)[NH:19][CH:20]=[C:21]2[CH2:22][CH2:23][NH:24][C:8](=[O:10])/[CH:7]=[CH:6]/[C:5]1[CH:4]=[CH:3][C:2]([OH:1])=[CH:12][CH:11]=1. (3) The product is: [C:1]([O:5][C:6]([N:8]([CH2:25][CH3:26])[C:9]1[S:10][C:11]([C:19]2[CH:20]=[CH:21][CH:22]=[CH:23][CH:24]=2)=[C:12]([C:14]([O:16][CH2:17][CH3:18])=[O:15])[N:13]=1)=[O:7])([CH3:2])([CH3:3])[CH3:4]. Given the reactants [C:1]([O:5][C:6]([NH:8][C:9]1[S:10][C:11]([C:19]2[CH:24]=[CH:23][CH:22]=[CH:21][CH:20]=2)=[C:12]([C:14]([O:16][CH2:17][CH3:18])=[O:15])[N:13]=1)=[O:7])([CH3:4])([CH3:3])[CH3:2].[CH3:25][CH2:26]O.C1C=CC(P(C2C=CC=CC=2)C2C=CC=CC=2)=CC=1.CCOC(/N=N/C(OCC)=O)=O, predict the reaction product. (4) The product is: [Cl:1][C:2]1[CH:3]=[C:4]([CH2:14][Cl:18])[C:5]2[O:9][C:8]([CH:10]3[CH2:12][CH2:11]3)=[CH:7][C:6]=2[CH:13]=1. Given the reactants [Cl:1][C:2]1[CH:3]=[C:4]([CH2:14]O)[C:5]2[O:9][C:8]([CH:10]3[CH2:12][CH2:11]3)=[CH:7][C:6]=2[CH:13]=1.O=S(Cl)[Cl:18], predict the reaction product. (5) Given the reactants [H-].[Na+].[CH2:3]([O:7][C:8]1[CH:9]=[C:10]([CH:14]([C:17]([O:19][C:20]([CH3:23])([CH3:22])[CH3:21])=[O:18])[CH2:15][NH2:16])[CH:11]=[CH:12][CH:13]=1)[CH2:4][CH2:5][CH3:6].Cl[CH2:25][C:26]([N:28]([CH3:30])[CH3:29])=[O:27].O, predict the reaction product. The product is: [CH2:3]([O:7][C:8]1[CH:9]=[C:10]([CH:14]([C:17]([O:19][C:20]([CH3:22])([CH3:21])[CH3:23])=[O:18])[CH2:15][NH:16][CH2:25][C:26]([N:28]([CH3:30])[CH3:29])=[O:27])[CH:11]=[CH:12][CH:13]=1)[CH2:4][CH2:5][CH3:6]. (6) Given the reactants [F:1][C:2]([F:11])([F:10])[CH2:3][N:4]1[CH2:9][CH2:8][NH:7][CH2:6][CH2:5]1.[N:12]([O-])=[O:13].[Na+].C(O)(=O)C.C(=O)([O-])[O-].[Na+].[Na+], predict the reaction product. The product is: [N:12]([N:7]1[CH2:6][CH2:5][N:4]([CH2:3][C:2]([F:1])([F:10])[F:11])[CH2:9][CH2:8]1)=[O:13].